Dataset: Full USPTO retrosynthesis dataset with 1.9M reactions from patents (1976-2016). Task: Predict the reactants needed to synthesize the given product. (1) Given the product [C:37]([C:32]1[CH:33]=[CH:34][CH:35]=[CH:36][C:31]=1[C:28]1[CH:27]=[CH:26][C:25]([CH2:24][C:23]2[C:18](=[O:17])[N:19]([CH:45]3[CH2:50][CH2:49][C:48](=[CH:5][C:4]([O:3][CH2:1][CH3:2])=[O:14])[CH2:47][CH2:46]3)[C:20]3[N:21]([N:42]=[CH:43][N:44]=3)[C:22]=2[CH2:39][CH2:40][CH3:41])=[CH:30][CH:29]=1)#[N:38], predict the reactants needed to synthesize it. The reactants are: [CH2:1]([O:3][C:4](=[O:14])[CH2:5]P(OCC)(OCC)=O)[CH3:2].[H-].[Na+].[O:17]=[C:18]1[C:23]([CH2:24][C:25]2[CH:30]=[CH:29][C:28]([C:31]3[C:32]([C:37]#[N:38])=[CH:33][CH:34]=[CH:35][CH:36]=3)=[CH:27][CH:26]=2)=[C:22]([CH2:39][CH2:40][CH3:41])[N:21]2[N:42]=[CH:43][N:44]=[C:20]2[N:19]1[CH:45]1[CH2:50][CH2:49][C:48](=O)[CH2:47][CH2:46]1. (2) Given the product [CH3:1][N:2]([CH3:24])[C:3]([C:5]1[C:6]([F:23])=[C:7]([C:12]2[N:17]=[C:16]([C:18]([OH:20])=[O:19])[CH:15]=[CH:14][C:13]=2[F:22])[C:8]([F:11])=[CH:9][CH:10]=1)=[O:4], predict the reactants needed to synthesize it. The reactants are: [CH3:1][N:2]([CH3:24])[C:3]([C:5]1[C:6]([F:23])=[C:7]([C:12]2[N:17]=[C:16]([C:18]([O:20]C)=[O:19])[CH:15]=[CH:14][C:13]=2[F:22])[C:8]([F:11])=[CH:9][CH:10]=1)=[O:4].[Li+].[OH-]. (3) The reactants are: [CH3:1][C:2]1[CH:7]=[C:6]([N:8]2[CH2:12][CH2:11][C@H:10]([N:13]3[CH2:17][CH2:16][CH2:15][C@@H:14]3[CH3:18])[CH2:9]2)[CH:5]=[CH:4][C:3]=1[NH2:19].[F:20][C:21]1[CH:22]=[CH:23][C:24]([C:30](F)(F)F)=[C:25]([CH:29]=1)[C:26](Cl)=[O:27]. Given the product [F:20][C:21]1[CH:22]=[CH:23][C:24]([CH3:30])=[C:25]([CH:29]=1)[C:26]([NH:19][C:3]1[CH:4]=[CH:5][C:6]([N:8]2[CH2:12][CH2:11][CH:10]([N:13]3[CH2:17][CH2:16][CH2:15][CH:14]3[CH3:18])[CH2:9]2)=[CH:7][C:2]=1[CH3:1])=[O:27], predict the reactants needed to synthesize it. (4) Given the product [F:1][C:2]1[CH:3]=[C:4]([C:8]2[CH:9]=[CH:10][C:11](/[CH:14]=[CH:15]/[CH:16]3[C:22]4[C:21](=[O:26])[CH2:20][CH:19]([CH3:18])[CH2:24][C:23]=4[NH:27][C:28]4[NH:32][N:31]=[CH:30][C:29]3=4)=[N:12][CH:13]=2)[CH:5]=[CH:6][CH:7]=1.[CH2:11]1[CH:14]([CH2:15][C:16]([NH2:36])=[O:17])[CH2:10]1, predict the reactants needed to synthesize it. The reactants are: [F:1][C:2]1[CH:3]=[C:4]([C:8]2[CH:9]=[CH:10][C:11](/[CH:14]=[CH:15]/[CH:16]=[O:17])=[N:12][CH:13]=2)[CH:5]=[CH:6][CH:7]=1.[CH3:18][CH:19]1[CH2:24][C:23](=O)[CH2:22][C:21](=[O:26])[CH2:20]1.[NH2:27][C:28]1[NH:32][N:31]=[CH:30][CH:29]=1.C1C([NH:36]C(C)=O)C1. (5) Given the product [F:1][C:2]1[CH:3]=[C:4]([C:8]2[CH:17]=[C:16]3[C:11]([N:12]=[CH:13][C:14]([C:18]4[S:19][CH:20]=[CH:21][N:22]=4)=[N:15]3)=[C:10]([C:23]([NH:55][CH2:56][C:57]([O:59][CH2:27][CH3:28])=[O:58])=[O:25])[C:9]=2[OH:26])[CH:5]=[CH:6][CH:7]=1, predict the reactants needed to synthesize it. The reactants are: [F:1][C:2]1[CH:3]=[C:4]([C:8]2[C:9]([OH:26])=[C:10]([C:23]([OH:25])=O)[C:11]3[N:12]=[CH:13][C:14]([C:18]4[S:19][CH:20]=[CH:21][N:22]=4)=[N:15][C:16]=3[CH:17]=2)[CH:5]=[CH:6][CH:7]=1.[CH2:27](C1C=NC2C(C(O)=O)=C(O)C(C3C=CC=C(F)C=3)=CC=2N=1)[CH2:28]CC.Cl.C([NH:55][CH2:56][C:57]([OH:59])=[O:58])C.C(N(CC)CC)C.C1CN([P+](ON2N=NC3C=CC=CC2=3)(N2CCCC2)N2CCCC2)CC1.F[P-](F)(F)(F)(F)F. (6) Given the product [CH3:19][S:16]([C:9]1[CH:10]=[C:11]([C:13]([OH:15])=[O:14])[S:12][C:8]=1[O:4][CH2:1][CH2:2][CH3:3])(=[O:18])=[O:17], predict the reactants needed to synthesize it. The reactants are: [CH2:1]([OH:4])[CH2:2][CH3:3].[H-].[Na+].Cl[C:8]1[S:12][C:11]([C:13]([OH:15])=[O:14])=[CH:10][C:9]=1[S:16]([CH3:19])(=[O:18])=[O:17].